Dataset: Full USPTO retrosynthesis dataset with 1.9M reactions from patents (1976-2016). Task: Predict the reactants needed to synthesize the given product. (1) Given the product [F:1][C:2]1[CH:7]=[CH:6][C:5]([F:8])=[CH:4][C:3]=1[C:9]1[C@H:16]2[N:12]([C:13](=[O:17])[N:14]([CH3:27])[CH2:15]2)[C@H:11]([C:18]2[CH:23]=[CH:22][CH:21]=[CH:20][CH:19]=2)[CH:10]=1, predict the reactants needed to synthesize it. The reactants are: [F:1][C:2]1[CH:7]=[CH:6][C:5]([F:8])=[CH:4][C:3]=1[C:9]1[CH:16]2[N:12]([C:13](=[O:17])[NH:14][CH2:15]2)[CH:11]([C:18]2[CH:23]=[CH:22][CH:21]=[CH:20][CH:19]=2)[CH:10]=1.[H-].[Na+].I[CH3:27]. (2) Given the product [CH2:4]1[C@@H:8]([N:9]2[C:13]3[N:14]=[CH:15][N:16]=[C:17]([NH2:18])[C:12]=3[N:11]=[CH:10]2)[O:7][C@@H:6]([CH2:19][OH:20])[C@@H:5]1[OH:21], predict the reactants needed to synthesize it. The reactants are: C(O)C.[CH2:4]1[C@H:8]([N:9]2[C:13]3[N:14]=[CH:15][N:16]=[C:17]([NH2:18])[C:12]=3[N:11]=[CH:10]2)[O:7][C@H:6]([CH2:19][OH:20])[C@H:5]1[OH:21]. (3) Given the product [Br:19][C:14]1[C:11]2[S:12][CH:13]=[C:9]([CH2:8][OH:7])[C:10]=2[C:17]([CH3:18])=[CH:16][CH:15]=1, predict the reactants needed to synthesize it. The reactants are: [BH4-].[Na+].FC(F)(F)C([O:7][CH2:8][C:9]1[C:10]2[C:17]([CH3:18])=[CH:16][CH:15]=[C:14]([Br:19])[C:11]=2[S:12][CH:13]=1)=O.CO.O. (4) Given the product [Cl:1][C:2]1[CH:3]=[C:4]([C:9]2([C:23]([F:24])([F:26])[F:25])[O:13][N:12]=[C:11]([C:14]3[CH:15]=[CH:16][C:17]([CH2:21][CH3:22])=[C:18]([NH:19][NH2:27])[CH:20]=3)[CH2:10]2)[CH:5]=[C:6]([Cl:8])[CH:7]=1, predict the reactants needed to synthesize it. The reactants are: [Cl:1][C:2]1[CH:3]=[C:4]([C:9]2([C:23]([F:26])([F:25])[F:24])[O:13][N:12]=[C:11]([C:14]3[CH:15]=[CH:16][C:17]([CH2:21][CH3:22])=[C:18]([CH:20]=3)[NH2:19])[CH2:10]2)[CH:5]=[C:6]([Cl:8])[CH:7]=1.[N:27]([O-])=O.[Na+].[Sn](Cl)Cl.[OH-].[Na+].